Dataset: Catalyst prediction with 721,799 reactions and 888 catalyst types from USPTO. Task: Predict which catalyst facilitates the given reaction. (1) Reactant: [CH3:1][C:2]1[CH:7]=[CH:6][CH:5]=[C:4]([CH3:8])[C:3]=1[C:9]1[CH:14]=[CH:13][CH:12]=[C:11]([CH2:15][NH:16][C:17]2[CH:22]=[CH:21][C:20]([CH2:23][CH2:24][C:25]([O:27][CH3:28])=[O:26])=[CH:19][CH:18]=2)[CH:10]=1.[C:29](OC(=O)C)(=[O:31])[CH3:30]. Product: [C:29]([N:16]([CH2:15][C:11]1[CH:10]=[C:9]([C:3]2[C:2]([CH3:1])=[CH:7][CH:6]=[CH:5][C:4]=2[CH3:8])[CH:14]=[CH:13][CH:12]=1)[C:17]1[CH:18]=[CH:19][C:20]([CH2:23][CH2:24][C:25]([O:27][CH3:28])=[O:26])=[CH:21][CH:22]=1)(=[O:31])[CH3:30]. The catalyst class is: 17. (2) Reactant: [N:1]1[N:5]2[C:6]3[C:11]([C:12]([OH:14])=[CH:13][C:4]2=[N:3][N:2]=1)=[CH:10][CH:9]=[CH:8][CH:7]=3.[N+:15]([O-])([OH:17])=[O:16]. Product: [OH2:14].[N+:15]([C:13]1[C:4]2[N:5]([N:1]=[N:2][N:3]=2)[C:6]2[C:11]([C:12]=1[OH:14])=[CH:10][CH:9]=[CH:8][CH:7]=2)([O-:17])=[O:16]. The catalyst class is: 15.